This data is from Forward reaction prediction with 1.9M reactions from USPTO patents (1976-2016). The task is: Predict the product of the given reaction. (1) Given the reactants [CH3:1][O:2][C:3](=[O:7])[C@H:4]1[O:6][CH2:5]1.[CH2:8]([SH:15])[C:9]1[CH:14]=[CH:13][CH:12]=[CH:11][CH:10]=1, predict the reaction product. The product is: [CH3:1][O:2][C:3](=[O:7])[C@@H:4]([OH:6])[CH2:5][S:15][CH2:8][C:9]1[CH:14]=[CH:13][CH:12]=[CH:11][CH:10]=1. (2) Given the reactants [CH:1]([O:4][C:5]1[CH:10]=[CH:9][C:8]([CH2:11][CH2:12][CH2:13][OH:14])=[C:7]([O:15][C:16]2[CH:21]=[CH:20][C:19]([C:22]([F:25])([F:24])[F:23])=[CH:18][N:17]=2)[CH:6]=1)([CH3:3])[CH3:2].O[C:27]1[CH:31]=[C:30]([CH2:32][CH2:33][C:34]([O:36]CC)=[O:35])[N:29]([C:39]2[CH:44]=[CH:43][CH:42]=[CH:41][CH:40]=2)[N:28]=1.C(P(CCCC)CCCC)CCC.N(C(N1CCCCC1)=O)=NC(N1CCCCC1)=O.O1CCCC1CO.[OH-].[Na+].Cl, predict the reaction product. The product is: [CH:1]([O:4][C:5]1[CH:10]=[CH:9][C:8]([CH2:11][CH2:12][CH2:13][O:14][C:27]2[CH:31]=[C:30]([CH2:32][CH2:33][C:34]([OH:36])=[O:35])[N:29]([C:39]3[CH:44]=[CH:43][CH:42]=[CH:41][CH:40]=3)[N:28]=2)=[C:7]([O:15][C:16]2[CH:21]=[CH:20][C:19]([C:22]([F:25])([F:23])[F:24])=[CH:18][N:17]=2)[CH:6]=1)([CH3:3])[CH3:2]. (3) Given the reactants C([N:8]1[CH2:13][CH2:12][C:11]2([C:22]3[C:17](=[CH:18][CH:19]=[CH:20][CH:21]=3)[CH2:16][CH2:15][CH2:14]2)[CH2:10][CH2:9]1)C1C=CC=CC=1.C([O-])=O.[NH4+], predict the reaction product. The product is: [NH:8]1[CH2:13][CH2:12][C:11]2([C:22]3[C:17](=[CH:18][CH:19]=[CH:20][CH:21]=3)[CH2:16][CH2:15][CH2:14]2)[CH2:10][CH2:9]1. (4) The product is: [CH3:21][O:22][C:23]1[CH:35]=[CH:34][C:26]([CH2:27][N:28]2[C:3]3[N:2]=[CH:4][C:5]4[CH2:13][CH2:12][C:11]5[N:10]([C:14]6[CH:19]=[CH:18][CH:17]=[CH:16][CH:15]=6)[N:9]=[CH:8][C:7]=5[C:6]=4[C:31]=3[CH:30]=[N:29]2)=[CH:25][CH:24]=1. Given the reactants C[N:2](/[CH:4]=[C:5]1\[C:6](=O)[C:7]2[CH:8]=[N:9][N:10]([C:14]3[CH:19]=[CH:18][CH:17]=[CH:16][CH:15]=3)[C:11]=2[CH2:12][CH2:13]\1)[CH3:3].[CH3:21][O:22][C:23]1[CH:35]=[CH:34][C:26]([CH2:27][N:28]2C(N)=[CH:31][CH:30]=[N:29]2)=[CH:25][CH:24]=1.FC(F)(F)C(O)=O, predict the reaction product. (5) Given the reactants [CH3:1][O:2][C:3](=[O:17])[CH:4]([NH:8][C:9]([CH:11]1[CH2:16][CH2:15][CH2:14][CH2:13][CH2:12]1)=[O:10])[C:5](=O)[CH3:6].FC(F)(F)C(OC(=O)C(F)(F)F)=O.FC(F)(F)C(O)=O.C(=O)([O-])[O-].[Na+].[Na+], predict the reaction product. The product is: [CH3:1][O:2][C:3]([C:4]1[N:8]=[C:9]([CH:11]2[CH2:16][CH2:15][CH2:14][CH2:13][CH2:12]2)[O:10][C:5]=1[CH3:6])=[O:17]. (6) Given the reactants Cl[CH2:2][C@@H:3]1[C@@H:8]2[CH2:9][CH2:10][C@@H:5]([CH:6]=[CH:7]2)[N:4]1[C@@H:11]([C:13]1[CH:18]=[CH:17][CH:16]=[CH:15][CH:14]=1)[CH3:12].[H-].[H-].[H-].[H-].[Li+].[Al+3], predict the reaction product. The product is: [CH3:2][C@@H:3]1[C@@H:8]2[CH2:9][CH2:10][C@@H:5]([CH:6]=[CH:7]2)[N:4]1[C@@H:11]([C:13]1[CH:14]=[CH:15][CH:16]=[CH:17][CH:18]=1)[CH3:12].